Dataset: NCI-60 drug combinations with 297,098 pairs across 59 cell lines. Task: Regression. Given two drug SMILES strings and cell line genomic features, predict the synergy score measuring deviation from expected non-interaction effect. (1) Drug 1: C1=NC2=C(N1)C(=S)N=CN2. Drug 2: C1=NC2=C(N=C(N=C2N1C3C(C(C(O3)CO)O)F)Cl)N. Cell line: NCI-H522. Synergy scores: CSS=11.2, Synergy_ZIP=-3.45, Synergy_Bliss=2.23, Synergy_Loewe=0.357, Synergy_HSA=3.53. (2) Drug 1: C1=CC(=CC=C1CC(C(=O)O)N)N(CCCl)CCCl.Cl. Drug 2: COC1=NC(=NC2=C1N=CN2C3C(C(C(O3)CO)O)O)N. Cell line: PC-3. Synergy scores: CSS=0.591, Synergy_ZIP=-4.50, Synergy_Bliss=-1.83, Synergy_Loewe=-2.90, Synergy_HSA=-2.74. (3) Drug 1: COC1=CC(=CC(=C1O)OC)C2C3C(COC3=O)C(C4=CC5=C(C=C24)OCO5)OC6C(C(C7C(O6)COC(O7)C8=CC=CS8)O)O. Drug 2: CC1C(C(=O)NC(C(=O)N2CCCC2C(=O)N(CC(=O)N(C(C(=O)O1)C(C)C)C)C)C(C)C)NC(=O)C3=C4C(=C(C=C3)C)OC5=C(C(=O)C(=C(C5=N4)C(=O)NC6C(OC(=O)C(N(C(=O)CN(C(=O)C7CCCN7C(=O)C(NC6=O)C(C)C)C)C)C(C)C)C)N)C. Cell line: NCI/ADR-RES. Synergy scores: CSS=-5.19, Synergy_ZIP=0.0725, Synergy_Bliss=-3.71, Synergy_Loewe=-4.06, Synergy_HSA=-4.20. (4) Drug 1: CN1CCC(CC1)COC2=C(C=C3C(=C2)N=CN=C3NC4=C(C=C(C=C4)Br)F)OC. Drug 2: CC1C(C(=O)NC(C(=O)N2CCCC2C(=O)N(CC(=O)N(C(C(=O)O1)C(C)C)C)C)C(C)C)NC(=O)C3=C4C(=C(C=C3)C)OC5=C(C(=O)C(=C(C5=N4)C(=O)NC6C(OC(=O)C(N(C(=O)CN(C(=O)C7CCCN7C(=O)C(NC6=O)C(C)C)C)C)C(C)C)C)N)C. Cell line: OVCAR3. Synergy scores: CSS=14.4, Synergy_ZIP=16.2, Synergy_Bliss=21.0, Synergy_Loewe=21.2, Synergy_HSA=21.2. (5) Drug 1: COC1=C(C=C2C(=C1)N=CN=C2NC3=CC(=C(C=C3)F)Cl)OCCCN4CCOCC4. Drug 2: CC12CCC3C(C1CCC2=O)CC(=C)C4=CC(=O)C=CC34C. Cell line: OVCAR-8. Synergy scores: CSS=38.5, Synergy_ZIP=-1.77, Synergy_Bliss=-2.47, Synergy_Loewe=-4.68, Synergy_HSA=-0.0238.